Dataset: Merck oncology drug combination screen with 23,052 pairs across 39 cell lines. Task: Regression. Given two drug SMILES strings and cell line genomic features, predict the synergy score measuring deviation from expected non-interaction effect. (1) Drug 1: COC1CC2CCC(C)C(O)(O2)C(=O)C(=O)N2CCCCC2C(=O)OC(C(C)CC2CCC(OP(C)(C)=O)C(OC)C2)CC(=O)C(C)C=C(C)C(O)C(OC)C(=O)C(C)CC(C)C=CC=CC=C1C. Drug 2: Cn1cc(-c2cnn3c(N)c(Br)c(C4CCCNC4)nc23)cn1. Cell line: RPMI7951. Synergy scores: synergy=20.5. (2) Drug 1: CCC1=CC2CN(C1)Cc1c([nH]c3ccccc13)C(C(=O)OC)(c1cc3c(cc1OC)N(C)C1C(O)(C(=O)OC)C(OC(C)=O)C4(CC)C=CCN5CCC31C54)C2. Drug 2: O=C(CCCCCCC(=O)Nc1ccccc1)NO. Cell line: A427. Synergy scores: synergy=-29.5.